From a dataset of Catalyst prediction with 721,799 reactions and 888 catalyst types from USPTO. Predict which catalyst facilitates the given reaction. Reactant: [C:1]([C:5]1[CH:15]=[C:14]([Cl:16])[CH:13]=[CH:12][C:6]=1[O:7][CH2:8][CH2:9][NH:10][CH3:11])([CH3:4])([CH3:3])[CH3:2].CCN(CC)CC.[N:24]([C:27]1[CH:36]=[CH:35][CH:34]=[CH:33][C:28]=1[C:29]([O:31][CH3:32])=[O:30])=[C:25]=[O:26]. Product: [C:1]([C:5]1[CH:15]=[C:14]([Cl:16])[CH:13]=[CH:12][C:6]=1[O:7][CH2:8][CH2:9][N:10]([CH3:11])[C:25](=[O:26])[NH:24][C:27]1[CH:36]=[CH:35][CH:34]=[CH:33][C:28]=1[C:29]([O:31][CH3:32])=[O:30])([CH3:4])([CH3:2])[CH3:3]. The catalyst class is: 34.